The task is: Predict the product of the given reaction.. This data is from Forward reaction prediction with 1.9M reactions from USPTO patents (1976-2016). (1) Given the reactants [Br:1][C:2]1[CH:9]=[C:8]([Br:10])[C:7]([OH:11])=[CH:6][C:3]=1[CH:4]=[O:5].F[C:13]1[CH:18]=[CH:17][C:16]([N+:19]([O-:21])=[O:20])=[CH:15][C:14]=1[F:22].C(=O)([O-])[O-].[K+].[K+], predict the reaction product. The product is: [Br:1][C:2]1[CH:9]=[C:8]([Br:10])[C:7]([O:11][C:13]2[CH:18]=[CH:17][C:16]([N+:19]([O-:21])=[O:20])=[CH:15][C:14]=2[F:22])=[CH:6][C:3]=1[CH:4]=[O:5]. (2) Given the reactants FC(F)(F)C(O)=O.[O:8]=[C:9]1[C:14]([C:21]2[CH:26]=[CH:25][CH:24]=[CH:23][CH:22]=2)([C:15]2[CH:20]=[CH:19][CH:18]=[CH:17][CH:16]=2)[CH2:13][CH2:12][CH2:11][N:10]1[CH2:27][C:28]([N:30]([CH:41]1[CH2:46][CH2:45][N:44](C(OC(C)(C)C)=O)[CH2:43][CH2:42]1)[C:31]1[CH:36]=[CH:35][C:34]([C:37]([F:40])([F:39])[F:38])=[CH:33][CH:32]=1)=[O:29], predict the reaction product. The product is: [O:8]=[C:9]1[C:14]([C:21]2[CH:22]=[CH:23][CH:24]=[CH:25][CH:26]=2)([C:15]2[CH:20]=[CH:19][CH:18]=[CH:17][CH:16]=2)[CH2:13][CH2:12][CH2:11][N:10]1[CH2:27][C:28]([N:30]([CH:41]1[CH2:42][CH2:43][NH:44][CH2:45][CH2:46]1)[C:31]1[CH:32]=[CH:33][C:34]([C:37]([F:38])([F:39])[F:40])=[CH:35][CH:36]=1)=[O:29]. (3) The product is: [C:1]([CH:3]([CH:12]([C:13]1[CH:18]=[CH:17][CH:16]=[CH:15][CH:14]=1)[CH2:11][C:10]([O:20][CH3:21])=[O:19])[C:4]([O:6][CH3:7])=[O:5])#[N:2]. Given the reactants [C:1]([CH2:3][C:4]([O:6][CH3:7])=[O:5])#[N:2].[H-].[Na+].[C:10]([O:20][CH3:21])(=[O:19])[CH:11]=[CH:12][C:13]1[CH:18]=[CH:17][CH:16]=[CH:15][CH:14]=1.Cl, predict the reaction product. (4) Given the reactants [Br:1][C:2]1[CH:7]=[CH:6][CH:5]=[CH:4][C:3]=1[SH:8].Br[CH:10]([CH2:16]C)[C:11]([O:13][CH2:14][CH3:15])=[O:12].[C:18]([O-])([O-])=O.[K+].[K+].C(OCC)(=O)C, predict the reaction product. The product is: [Br:1][C:2]1[CH:7]=[CH:6][CH:5]=[CH:4][C:3]=1[S:8][C:10]([CH3:16])([CH3:18])[C:11]([O:13][CH2:14][CH3:15])=[O:12].